From a dataset of Peptide-MHC class II binding affinity with 134,281 pairs from IEDB. Regression. Given a peptide amino acid sequence and an MHC pseudo amino acid sequence, predict their binding affinity value. This is MHC class II binding data. (1) The peptide sequence is NLADAVSKAPQLVPK. The MHC is DRB4_0101 with pseudo-sequence DRB4_0103. The binding affinity (normalized) is 0.141. (2) The binding affinity (normalized) is 0.275. The MHC is HLA-DQA10301-DQB10302 with pseudo-sequence HLA-DQA10301-DQB10302. The peptide sequence is AYKTAEGATPEAKYD.